Dataset: CYP2D6 inhibition data for predicting drug metabolism from PubChem BioAssay. Task: Regression/Classification. Given a drug SMILES string, predict its absorption, distribution, metabolism, or excretion properties. Task type varies by dataset: regression for continuous measurements (e.g., permeability, clearance, half-life) or binary classification for categorical outcomes (e.g., BBB penetration, CYP inhibition). Dataset: cyp2d6_veith. The molecule is O=C(N/C(=C/c1ccc(Br)cc1)c1nc2ccccc2[nH]1)c1ccco1. The result is 1 (inhibitor).